This data is from Full USPTO retrosynthesis dataset with 1.9M reactions from patents (1976-2016). The task is: Predict the reactants needed to synthesize the given product. (1) Given the product [CH:1]1[CH:6]=[CH:5][C:4]([C@@H:7]2[N:16]([C:17]([O:19][C@@H:20]3[CH:25]4[CH2:24][CH2:23][N:22]([CH2:27][CH2:26]4)[CH2:21]3)=[O:18])[CH2:15][CH2:14][C:13]3[CH:12]=[CH:11][CH:10]=[CH:9][C:8]2=3)=[CH:3][CH:2]=1.[CH2:33]([C:32]([OH:39])=[O:38])[CH2:34][C:35]([OH:37])=[O:36], predict the reactants needed to synthesize it. The reactants are: [CH:1]1[CH:2]=[CH:3][C:4]([C@@H:7]2[N:16]([C:17]([O:19][C@@H:20]3[CH:25]4[CH2:26][CH2:27][N:22]([CH2:23][CH2:24]4)[CH2:21]3)=[O:18])[CH2:15][CH2:14][C:13]3[CH:12]=[CH:11][CH:10]=[CH:9][C:8]2=3)=[CH:5][CH:6]=1.CC(C)=O.[C:32]([OH:39])(=[O:38])[CH2:33][CH2:34][C:35]([OH:37])=[O:36]. (2) The reactants are: [CH3:1][C:2]1[O:6][N:5]=[C:4]([C:7]2[CH:12]=[CH:11][CH:10]=[CH:9][CH:8]=2)[C:3]=1[C:13]1[N:14]=[C:15]2[CH:20]=[CH:19][C:18]([NH2:21])=[CH:17][N:16]2[CH:22]=1.[CH:23]1([C:27](O)=[O:28])[CH2:26][CH2:25][CH2:24]1. Given the product [CH3:1][C:2]1[O:6][N:5]=[C:4]([C:7]2[CH:8]=[CH:9][CH:10]=[CH:11][CH:12]=2)[C:3]=1[C:13]1[N:14]=[C:15]2[CH:20]=[CH:19][C:18]([NH:21][C:27]([CH:23]3[CH2:26][CH2:25][CH2:24]3)=[O:28])=[CH:17][N:16]2[CH:22]=1, predict the reactants needed to synthesize it.